This data is from Reaction yield outcomes from USPTO patents with 853,638 reactions. The task is: Predict the reaction yield, written as a fraction of the theoretical maximum amount of product (1.0 means a 100% yield; for example, 0.34 means a 34% yield). (1) The reactants are CC([Si](C)(C)[O:6][CH:7]1[CH2:10][C:9]2([CH2:14][CH:13]([C:15]([O:17][CH2:18][CH3:19])=[O:16])[N:12]([C:20]([O:22][CH2:23][C:24]3[CH:29]=[CH:28][CH:27]=[CH:26][CH:25]=3)=[O:21])[CH2:11]2)[CH2:8]1)(C)C.C(O)(=O)C.CCCC[N+](CCCC)(CCCC)CCCC.[F-]. The catalyst is C1COCC1. The product is [OH:6][CH:7]1[CH2:8][C:9]2([CH2:14][CH:13]([C:15]([O:17][CH2:18][CH3:19])=[O:16])[N:12]([C:20]([O:22][CH2:23][C:24]3[CH:25]=[CH:26][CH:27]=[CH:28][CH:29]=3)=[O:21])[CH2:11]2)[CH2:10]1. The yield is 1.00. (2) The reactants are [F:1][C:2]1[C:3]([NH:12][C:13]2[CH:18]=[CH:17][C:16]([I:19])=[CH:15][C:14]=2[F:20])=[C:4]([CH:8]=[CH:9][C:10]=1[F:11])[C:5]([OH:7])=O.C1CN([P+](ON2N=NC3C=CC=CC2=3)(N2CCCC2)N2CCCC2)CC1.F[P-](F)(F)(F)(F)F.[NH:54]1[CH2:57][CH:56]([NH:58][C:59](=[O:65])[O:60][C:61]([CH3:64])([CH3:63])[CH3:62])[CH2:55]1.C(N(CC)C(C)C)(C)C. The catalyst is CN(C)C=O. The product is [F:1][C:2]1[C:3]([NH:12][C:13]2[CH:18]=[CH:17][C:16]([I:19])=[CH:15][C:14]=2[F:20])=[C:4]([C:5]([N:54]2[CH2:57][CH:56]([NH:58][C:59](=[O:65])[O:60][C:61]([CH3:63])([CH3:62])[CH3:64])[CH2:55]2)=[O:7])[CH:8]=[CH:9][C:10]=1[F:11]. The yield is 0.800. (3) The reactants are [CH3:1][C:2]1[N:7]=[C:6]([NH:8][C:9]2[C:10](=[O:25])[N:11]([CH3:24])[CH:12]=[C:13](B3OC(C)(C)C(C)(C)O3)[CH:14]=2)[CH:5]=[C:4]([CH3:26])[N:3]=1.Cl[C:28]1[CH:33]=[CH:32][N:31]=[C:30]([N:34]2[CH2:45][CH2:44][N:43]3[C:36](=[CH:37][C:38]4[CH2:39][C:40]([CH3:47])([CH3:46])[CH2:41][C:42]=43)[C:35]2=[O:48])[C:29]=1[CH:49]=[O:50].C([O-])(=O)C.[Na+].[O-]P([O-])([O-])=O.[K+].[K+].[K+]. The catalyst is C1C=CC(P(C2C=CC=CC=2)[C-]2C=CC=C2)=CC=1.C1C=CC(P(C2C=CC=CC=2)[C-]2C=CC=C2)=CC=1.Cl[Pd]Cl.[Fe+2].C(#N)C.O. The product is [CH3:46][C:40]1([CH3:47])[CH2:39][C:38]2[CH:37]=[C:36]3[N:43]([CH2:44][CH2:45][N:34]([C:30]4[C:29]([CH:49]=[O:50])=[C:28]([C:13]5[CH:14]=[C:9]([NH:8][C:6]6[CH:5]=[C:4]([CH3:26])[N:3]=[C:2]([CH3:1])[N:7]=6)[C:10](=[O:25])[N:11]([CH3:24])[CH:12]=5)[CH:33]=[CH:32][N:31]=4)[C:35]3=[O:48])[C:42]=2[CH2:41]1. The yield is 0.800. (4) The reactants are C(OC(=O)[NH:7][C@H:8]([C:10]1[CH:15]=[CH:14][CH:13]=[C:12]([O:16][C:17]2[CH:22]=[N:21][CH:20]=[CH:19][N:18]=2)[CH:11]=1)[CH3:9])(C)(C)C.Cl. The catalyst is O1CCOCC1. The product is [N:18]1[CH:19]=[CH:20][N:21]=[CH:22][C:17]=1[O:16][C:12]1[CH:11]=[C:10]([C@@H:8]([NH2:7])[CH3:9])[CH:15]=[CH:14][CH:13]=1. The yield is 0.850.